The task is: Regression. Given two drug SMILES strings and cell line genomic features, predict the synergy score measuring deviation from expected non-interaction effect.. This data is from Merck oncology drug combination screen with 23,052 pairs across 39 cell lines. Drug 1: O=P1(N(CCCl)CCCl)NCCCO1. Drug 2: CCN(CC)CCNC(=O)c1c(C)[nH]c(C=C2C(=O)Nc3ccc(F)cc32)c1C. Cell line: RPMI7951. Synergy scores: synergy=-2.11.